The task is: Regression. Given two drug SMILES strings and cell line genomic features, predict the synergy score measuring deviation from expected non-interaction effect.. This data is from NCI-60 drug combinations with 297,098 pairs across 59 cell lines. Drug 1: C1CCC(C1)C(CC#N)N2C=C(C=N2)C3=C4C=CNC4=NC=N3. Drug 2: C1=CN(C=N1)CC(O)(P(=O)(O)O)P(=O)(O)O. Cell line: A549. Synergy scores: CSS=15.6, Synergy_ZIP=-1.92, Synergy_Bliss=0.0811, Synergy_Loewe=-4.08, Synergy_HSA=-0.684.